Dataset: TCR-epitope binding with 47,182 pairs between 192 epitopes and 23,139 TCRs. Task: Binary Classification. Given a T-cell receptor sequence (or CDR3 region) and an epitope sequence, predict whether binding occurs between them. Result: 1 (the TCR binds to the epitope). The epitope is HTTDPSFLGRY. The TCR CDR3 sequence is CAISESDAGVYVDTQYF.